This data is from NCI-60 drug combinations with 297,098 pairs across 59 cell lines. The task is: Regression. Given two drug SMILES strings and cell line genomic features, predict the synergy score measuring deviation from expected non-interaction effect. Drug 1: C1=CC(=CC=C1CCC2=CNC3=C2C(=O)NC(=N3)N)C(=O)NC(CCC(=O)O)C(=O)O. Synergy scores: CSS=42.0, Synergy_ZIP=0.670, Synergy_Bliss=-0.934, Synergy_Loewe=-11.7, Synergy_HSA=-1.47. Cell line: TK-10. Drug 2: C1=NC(=NC(=O)N1C2C(C(C(O2)CO)O)O)N.